The task is: Predict the reaction yield, written as a fraction of the theoretical maximum amount of product (1.0 means a 100% yield; for example, 0.34 means a 34% yield).. This data is from Reaction yield outcomes from USPTO patents with 853,638 reactions. The reactants are [NH:1]1[C:9]2[C:4](=[CH:5][CH:6]=[CH:7][CH:8]=2)[CH2:3][C:2]1=[O:10].[CH2:11](O)[CH2:12][OH:13]. The catalyst is [Ni]. The product is [OH:13][CH2:12][CH2:11][CH:3]1[C:4]2[C:9](=[CH:8][CH:7]=[CH:6][CH:5]=2)[NH:1][C:2]1=[O:10]. The yield is 0.700.